From a dataset of Full USPTO retrosynthesis dataset with 1.9M reactions from patents (1976-2016). Predict the reactants needed to synthesize the given product. Given the product [CH2:14]([O:13][C:11](=[O:12])[CH2:10][CH2:9][CH2:8][C:1]#[C:2][CH2:3][CH2:4][CH2:5][CH3:6])[CH3:15], predict the reactants needed to synthesize it. The reactants are: [CH:1]#[C:2][CH2:3][CH2:4][CH2:5][CH3:6].Br[CH2:8][CH2:9][CH2:10][C:11]([O:13][CH2:14][CH3:15])=[O:12].C(=O)([O-])[O-].[Cs+].[Cs+].